This data is from NCI-60 drug combinations with 297,098 pairs across 59 cell lines. The task is: Regression. Given two drug SMILES strings and cell line genomic features, predict the synergy score measuring deviation from expected non-interaction effect. (1) Drug 1: CCC1=CC2CC(C3=C(CN(C2)C1)C4=CC=CC=C4N3)(C5=C(C=C6C(=C5)C78CCN9C7C(C=CC9)(C(C(C8N6C)(C(=O)OC)O)OC(=O)C)CC)OC)C(=O)OC. Drug 2: COCCOC1=C(C=C2C(=C1)C(=NC=N2)NC3=CC=CC(=C3)C#C)OCCOC. Cell line: SW-620. Synergy scores: CSS=57.6, Synergy_ZIP=5.62, Synergy_Bliss=5.85, Synergy_Loewe=-0.788, Synergy_HSA=6.22. (2) Drug 1: C1C(C(OC1N2C=NC3=C(N=C(N=C32)Cl)N)CO)O. Drug 2: CC1CCC2CC(C(=CC=CC=CC(CC(C(=O)C(C(C(=CC(C(=O)CC(OC(=O)C3CCCCN3C(=O)C(=O)C1(O2)O)C(C)CC4CCC(C(C4)OC)OCCO)C)C)O)OC)C)C)C)OC. Cell line: UACC-257. Synergy scores: CSS=17.2, Synergy_ZIP=-1.89, Synergy_Bliss=2.76, Synergy_Loewe=-1.56, Synergy_HSA=-1.95. (3) Drug 1: CC(C)(C#N)C1=CC(=CC(=C1)CN2C=NC=N2)C(C)(C)C#N. Cell line: UO-31. Drug 2: C1C(C(OC1N2C=NC(=NC2=O)N)CO)O. Synergy scores: CSS=4.53, Synergy_ZIP=-2.92, Synergy_Bliss=-2.16, Synergy_Loewe=-3.23, Synergy_HSA=-1.76.